This data is from TCR-epitope binding with 47,182 pairs between 192 epitopes and 23,139 TCRs. The task is: Binary Classification. Given a T-cell receptor sequence (or CDR3 region) and an epitope sequence, predict whether binding occurs between them. (1) The epitope is TLIGDCATV. The TCR CDR3 sequence is CASSDRGDTQYF. Result: 1 (the TCR binds to the epitope). (2) The epitope is YLNTLTLAV. The TCR CDR3 sequence is CASSSRTGGIYNEQFF. Result: 0 (the TCR does not bind to the epitope). (3) The TCR CDR3 sequence is CATHSGNTGELFF. Result: 1 (the TCR binds to the epitope). The epitope is MLNIPSINV. (4) The epitope is KRWIILGLNK. The TCR CDR3 sequence is CASSPGRLSHEQFF. Result: 1 (the TCR binds to the epitope). (5) Result: 1 (the TCR binds to the epitope). The TCR CDR3 sequence is CASSARTSGGADTHYF. The epitope is PROT_97E67BCC. (6) The epitope is YLDAYNMMI. The TCR CDR3 sequence is CASSHERDRVREQYF. Result: 1 (the TCR binds to the epitope).